This data is from Reaction yield outcomes from USPTO patents with 853,638 reactions. The task is: Predict the reaction yield, written as a fraction of the theoretical maximum amount of product (1.0 means a 100% yield; for example, 0.34 means a 34% yield). (1) The reactants are [F:1][C:2]1[CH:8]=[CH:7][C:5]([NH2:6])=[C:4]([C:9]([F:12])([F:11])[F:10])[CH:3]=1.[CH2:13]([O:15][C:16](=[O:30])[C:17]([C:22](=[O:29])[C:23]1[CH:28]=[CH:27][CH:26]=[CH:25][CH:24]=1)=[CH:18]OCC)[CH3:14]. The catalyst is C1(C)C=CC=CC=1. The product is [CH2:13]([O:15][C:16](=[O:30])[C:17]([C:22](=[O:29])[C:23]1[CH:24]=[CH:25][CH:26]=[CH:27][CH:28]=1)=[CH:18][NH:6][C:5]1[CH:7]=[CH:8][C:2]([F:1])=[CH:3][C:4]=1[C:9]([F:10])([F:11])[F:12])[CH3:14]. The yield is 0.620. (2) The reactants are [N+:1]([C:4]1[CH:5]=[N:6][NH:7][CH:8]=1)([O-:3])=[O:2].C1(N(C)C2CCCCC2)CCCCC1.[CH3:23][Si:24]([CH2:27][CH2:28][O:29][CH2:30]Cl)([CH3:26])[CH3:25]. The catalyst is C1COCC1. The product is [N+:1]([C:4]1[CH:5]=[N:6][N:7]([CH2:30][O:29][CH2:28][CH2:27][Si:24]([CH3:26])([CH3:25])[CH3:23])[CH:8]=1)([O-:3])=[O:2]. The yield is 0.210. (3) The reactants are [Br:1][C:2]1[CH:7]=[CH:6][C:5]([C:8]2[O:9][C:10](=[O:23])[C:11]3[C:15]=2[C:14](=[O:16])[NH:13][C:12]=3[C:17]2[CH:22]=[CH:21][CH:20]=[CH:19][CH:18]=2)=[CH:4][CH:3]=1.S(C1C=CC(C)=CC=1)(O[CH3:28])(=O)=O.C(=O)([O-])[O-].[K+].[K+].CN(C)C=O. The catalyst is O. The product is [CH3:28][N:13]1[C:14](=[O:16])[C:15]2=[C:8]([C:5]3[CH:4]=[CH:3][C:2]([Br:1])=[CH:7][CH:6]=3)[O:9][C:10](=[O:23])[C:11]2=[C:12]1[C:17]1[CH:22]=[CH:21][CH:20]=[CH:19][CH:18]=1. The yield is 0.530. (4) The reactants are [C:1]([C:3]1[C:11]2[C:6](=[CH:7][C:8]([OH:12])=[CH:9][CH:10]=2)[N:5]([CH:13]2[CH2:16][CH2:15][CH2:14]2)[C:4]=1[C:17]1[CH:22]=[CH:21][C:20]([NH:23][C:24]([NH:26][S:27]([CH:30]([CH3:32])[CH3:31])(=[O:29])=[O:28])=[O:25])=[CH:19][CH:18]=1)#[N:2].C([O-])([O-])=O.[Cs+].[Cs+].Cl[C:40]1[N:45]=[CH:44][CH:43]=[CH:42][N:41]=1.O. The catalyst is CN(C=O)C. The product is [C:1]([C:3]1[C:11]2[C:6](=[CH:7][C:8]([O:12][C:40]3[N:45]=[CH:44][CH:43]=[CH:42][N:41]=3)=[CH:9][CH:10]=2)[N:5]([CH:13]2[CH2:14][CH2:15][CH2:16]2)[C:4]=1[C:17]1[CH:22]=[CH:21][C:20]([NH:23][C:24]([NH:26][S:27]([CH:30]([CH3:32])[CH3:31])(=[O:29])=[O:28])=[O:25])=[CH:19][CH:18]=1)#[N:2]. The yield is 0.610. (5) The reactants are [O:1]1[C:5]2[CH:6]=[CH:7][C:8]([CH2:10][NH:11][CH2:12][CH2:13][CH:14]3[CH2:19][CH2:18][CH2:17][CH2:16][N:15]3[C:20]3[CH:25]=[CH:24][N:23]=[C:22]([N:26]4[CH:30]=[CH:29][N:28]=[CH:27]4)[N:21]=3)=[CH:9][C:4]=2[O:3][CH2:2]1.CCN(C(C)C)C(C)C.[CH3:40][S:41](Cl)(=[O:43])=[O:42]. The catalyst is C1COCC1. The product is [O:1]1[C:5]2[CH:6]=[CH:7][C:8]([CH2:10][N:11]([S:41]([CH3:40])(=[O:43])=[O:42])[CH2:12][CH2:13][CH:14]3[CH2:19][CH2:18][CH2:17][CH2:16][N:15]3[C:20]3[CH:25]=[CH:24][N:23]=[C:22]([N:26]4[CH:30]=[CH:29][N:28]=[CH:27]4)[N:21]=3)=[CH:9][C:4]=2[O:3][CH2:2]1. The yield is 0.510.